This data is from Full USPTO retrosynthesis dataset with 1.9M reactions from patents (1976-2016). The task is: Predict the reactants needed to synthesize the given product. Given the product [ClH:1].[NH2:24][CH2:23][CH:20]1[CH2:19][CH2:18][CH:17]([C:15]([NH:14][CH2:13][CH2:12][O:11][CH2:10][CH2:9][O:8][CH2:7][CH2:6][CH2:5][CH2:4][CH2:3][CH2:2][Cl:1])=[O:16])[CH2:22][CH2:21]1, predict the reactants needed to synthesize it. The reactants are: [Cl:1][CH2:2][CH2:3][CH2:4][CH2:5][CH2:6][CH2:7][O:8][CH2:9][CH2:10][O:11][CH2:12][CH2:13][NH:14][C:15]([CH:17]1[CH2:22][CH2:21][CH:20]([CH2:23][NH:24]C(=O)OC(C)(C)C)[CH2:19][CH2:18]1)=[O:16].Cl.O1CCOCC1.